Dataset: Forward reaction prediction with 1.9M reactions from USPTO patents (1976-2016). Task: Predict the product of the given reaction. (1) Given the reactants [Br:1][C:2]1[CH:3]=[C:4]([C:12]([O:14][CH2:15][CH3:16])=[O:13])[C:5]2[C:10]([CH3:11])=[N:9][NH:8][C:6]=2[N:7]=1.C([O-])([O-])=O.[K+].[K+].Br[CH:24]([CH3:26])[CH3:25], predict the reaction product. The product is: [Br:1][C:2]1[CH:3]=[C:4]([C:12]([O:14][CH2:15][CH3:16])=[O:13])[C:5]2[C:10]([CH3:11])=[N:9][N:8]([CH:24]([CH3:26])[CH3:25])[C:6]=2[N:7]=1. (2) Given the reactants [CH:1]([C:4]1[N:5]=[C:6]([C:11]2[CH:16]=[CH:15][C:14]([C:17]([F:20])([F:19])[F:18])=[CH:13][CH:12]=2)[S:7][C:8]=1[CH2:9][OH:10])([CH3:3])[CH3:2].[CH3:21][O:22][C:23](=[O:35])[CH2:24][CH2:25][C:26]1[CH:31]=[CH:30][C:29]([CH2:32]I)=[CH:28][C:27]=1[CH3:34].[H-].[Na+].O, predict the reaction product. The product is: [CH3:21][O:22][C:23](=[O:35])[CH2:24][CH2:25][C:26]1[CH:31]=[CH:30][C:29]([CH2:32][O:10][CH2:9][C:8]2[S:7][C:6]([C:11]3[CH:16]=[CH:15][C:14]([C:17]([F:19])([F:20])[F:18])=[CH:13][CH:12]=3)=[N:5][C:4]=2[CH:1]([CH3:3])[CH3:2])=[CH:28][C:27]=1[CH3:34]. (3) Given the reactants [Br:1][C:2]1[CH:10]=[CH:9][C:5]([C:6]([OH:8])=O)=[CH:4][C:3]=1[O:11][CH3:12].Cl.[F:14][CH:15]1[CH2:18][NH:17][CH2:16]1, predict the reaction product. The product is: [Br:1][C:2]1[CH:10]=[CH:9][C:5]([C:6]([N:17]2[CH2:18][CH:15]([F:14])[CH2:16]2)=[O:8])=[CH:4][C:3]=1[O:11][CH3:12]. (4) The product is: [C:1]([C:3]1([C:4]2[CH:5]=[C:6]([CH:11]=[CH:12][CH:13]=2)[C:7]([O:9][CH3:10])=[O:8])[CH2:21][CH2:20][CH2:19][CH2:18][CH2:17]1)#[N:2]. Given the reactants [C:1]([CH2:3][C:4]1[CH:5]=[C:6]([CH:11]=[CH:12][CH:13]=1)[C:7]([O:9][CH3:10])=[O:8])#[N:2].[H-].[Na+].Br[CH2:17][CH2:18][CH2:19][CH2:20][CH2:21]Br, predict the reaction product. (5) The product is: [CH3:26][N:27]1[CH2:32][CH2:31][N:30]([CH2:1][CH:2]2[C:14](=[O:15])[C:13]3[C:12]4[C:7](=[CH:8][CH:9]=[CH:10][CH:11]=4)[N:6]([CH2:16][CH2:17][CH2:18][CH2:19][CH2:20][C:21]([O:23][CH2:24][CH3:25])=[O:22])[C:5]=3[CH2:4][CH2:3]2)[CH2:29][CH2:28]1. Given the reactants [CH2:1]=[C:2]1[C:14](=[O:15])[C:13]2[C:12]3[C:7](=[CH:8][CH:9]=[CH:10][CH:11]=3)[N:6]([CH2:16][CH2:17][CH2:18][CH2:19][CH2:20][C:21]([O:23][CH2:24][CH3:25])=[O:22])[C:5]=2[CH2:4][CH2:3]1.[CH3:26][N:27]1[CH2:32][CH2:31][NH:30][CH2:29][CH2:28]1, predict the reaction product. (6) Given the reactants [H-].[Na+].[CH:3]1[C:15]2[NH:14][C:13]3[C:8](=[CH:9][CH:10]=[CH:11][CH:12]=3)[C:7]=2[CH:6]=[CH:5][CH:4]=1.[CH2:16](Br)[CH:17]=[CH2:18], predict the reaction product. The product is: [CH2:18]([N:14]1[C:13]2[CH:12]=[CH:11][CH:10]=[CH:9][C:8]=2[C:7]2[C:15]1=[CH:3][CH:4]=[CH:5][CH:6]=2)[CH:17]=[CH2:16]. (7) The product is: [Cl:1][C:2]1[C:3]([C:17]2[C:22]([Cl:23])=[CH:21][N:20]=[C:19]([NH2:26])[CH:18]=2)=[N:4][C:5]([NH:9][CH2:10][CH:11]2[CH2:16][CH2:15][O:14][CH2:13][CH2:12]2)=[C:6]([F:8])[CH:7]=1. Given the reactants [Cl:1][C:2]1[C:3]([C:17]2[C:22]([Cl:23])=[CH:21][N:20]=[C:19](F)[CH:18]=2)=[N:4][C:5]([NH:9][CH2:10][CH:11]2[CH2:16][CH2:15][O:14][CH2:13][CH2:12]2)=[C:6]([F:8])[CH:7]=1.[OH-].[NH4+:26], predict the reaction product.